This data is from Reaction yield outcomes from USPTO patents with 853,638 reactions. The task is: Predict the reaction yield, written as a fraction of the theoretical maximum amount of product (1.0 means a 100% yield; for example, 0.34 means a 34% yield). (1) The reactants are C(N(CC)CC)C.[C:8](Cl)(=[O:10])[CH3:9].Cl.[CH3:13][N:14]1[C:18]2=[N:19][C:20]([N:23]3[CH:28]=[CH:27][C:26]([C:29]4[CH:30]=[N:31][C:32]([C:35]([F:38])([F:37])[F:36])=[CH:33][CH:34]=4)=[CH:25][C:24]3=[O:39])=[CH:21][CH:22]=[C:17]2[C:16]2[CH2:40][NH:41][CH2:42][CH2:43][C:15]1=2. The catalyst is CN(C1C=CN=CC=1)C.C(Cl)Cl. The product is [C:8]([N:41]1[CH2:42][CH2:43][C:15]2[N:14]([CH3:13])[C:18]3[C:17]([C:16]=2[CH2:40]1)=[CH:22][CH:21]=[C:20]([N:23]1[CH:28]=[CH:27][C:26]([C:29]2[CH:30]=[N:31][C:32]([C:35]([F:37])([F:38])[F:36])=[CH:33][CH:34]=2)=[CH:25][C:24]1=[O:39])[N:19]=3)(=[O:10])[CH3:9]. The yield is 0.770. (2) The product is [Br:1][C:2]1[C:10]2[C:9]([N:11]3[CH:16]4[CH2:17][CH2:18][CH:12]3[CH2:13][CH:14]([NH:24][CH:20]3[CH2:23][CH2:22][CH2:21]3)[CH2:15]4)=[N:8][CH:7]=[N:6][C:5]=2[S:4][CH:3]=1. The catalyst is C1(C)C=CC=CC=1. The reactants are [Br:1][C:2]1[C:10]2[C:9]([N:11]3[CH:16]4[CH2:17][CH2:18][CH:12]3[CH2:13][C:14](=O)[CH2:15]4)=[N:8][CH:7]=[N:6][C:5]=2[S:4][CH:3]=1.[CH:20]1([NH2:24])[CH2:23][CH2:22][CH2:21]1.C(O)C.C(O[BH-](OC(=O)C)OC(=O)C)(=O)C.[Na+]. The yield is 0.890. (3) The reactants are [F:1][C:2]1[CH:7]=[CH:6][C:5]([C@@H:8]([CH2:12][NH:13][CH3:14])[CH2:9][CH2:10][OH:11])=[CH:4][CH:3]=1.[OH-].[Na+].[Cl:17][C:18]1[CH:19]=[C:20]([CH:24]=[C:25]([C:27]([F:30])([F:29])[F:28])[CH:26]=1)[C:21](Cl)=[O:22]. The catalyst is C1(C)C=CC=CC=1. The product is [Cl:17][C:18]1[CH:19]=[C:20]([CH:24]=[C:25]([C:27]([F:30])([F:29])[F:28])[CH:26]=1)[C:21]([N:13]([CH2:12][C@H:8]([C:5]1[CH:6]=[CH:7][C:2]([F:1])=[CH:3][CH:4]=1)[CH2:9][CH2:10][OH:11])[CH3:14])=[O:22]. The yield is 1.00. (4) The reactants are Cl.[C:2]([CH:6]1[CH2:11][CH2:10][CH:9]([O:12][C:13]2[CH:14]=[C:15]3[C:20](=[CH:21][CH:22]=2)[CH2:19][NH:18][CH2:17][CH2:16]3)[CH2:8][CH2:7]1)([CH3:5])([CH3:4])[CH3:3].[C:23]([O:27][C:28](=[O:42])[CH2:29][CH:30]([NH:34][C:35]([O:37][C:38]([CH3:41])([CH3:40])[CH3:39])=[O:36])[C:31](O)=[O:32])([CH3:26])([CH3:25])[CH3:24].Cl.CN(C)CCCN=C=NCC.C1C=C2N=NN(O)C2=CC=1.O. The catalyst is CN(C=O)C.CCOCC.C(N(CC)CC)C. The product is [C:23]([O:27][C:28](=[O:42])[CH2:29][CH:30]([NH:34][C:35]([O:37][C:38]([CH3:41])([CH3:40])[CH3:39])=[O:36])[C:31]([N:18]1[CH2:17][CH2:16][C:15]2[C:20](=[CH:21][CH:22]=[C:13]([O:12][CH:9]3[CH2:10][CH2:11][CH:6]([C:2]([CH3:5])([CH3:3])[CH3:4])[CH2:7][CH2:8]3)[CH:14]=2)[CH2:19]1)=[O:32])([CH3:26])([CH3:25])[CH3:24]. The yield is 0.650.